This data is from Reaction yield outcomes from USPTO patents with 853,638 reactions. The task is: Predict the reaction yield, written as a fraction of the theoretical maximum amount of product (1.0 means a 100% yield; for example, 0.34 means a 34% yield). (1) The reactants are Cl[C:2]1[N:7]=[CH:6][C:5]([C:8]2[CH:13]=[CH:12][N:11]=[C:10]([C:14]([NH:16][C:17]3[CH:22]=[CH:21][CH:20]=[C:19]([C:23]4[N:27]([CH:28]5[CH2:30][CH2:29]5)[CH:26]=[N:25][N:24]=4)[CH:18]=3)=[O:15])[CH:9]=2)=[CH:4][CH:3]=1. The catalyst is C1(N)CC1. The product is [CH:28]1([N:27]2[CH:26]=[N:25][N:24]=[C:23]2[C:19]2[CH:18]=[C:17]([NH:16][C:14]([C:10]3[CH:9]=[C:8]([C:5]4[CH:6]=[N:7][C:2]([NH:27][CH:28]5[CH2:30][CH2:29]5)=[CH:3][CH:4]=4)[CH:13]=[CH:12][N:11]=3)=[O:15])[CH:22]=[CH:21][CH:20]=2)[CH2:30][CH2:29]1. The yield is 0.500. (2) The reactants are [Cl:1][C:2]1[N:7]=[C:6]([CH3:8])[CH:5]=[CH:4][CH:3]=1.[CH3:9][O:10][C:11]1[CH:21]=[CH:20][C:14]([C:15](OCC)=[O:16])=[CH:13][CH:12]=1.C[Si]([N-][Si](C)(C)C)(C)C.[Li+]. The catalyst is O1CCCC1. The product is [Cl:1][C:2]1[N:7]=[C:6]([CH2:8][C:15]([C:14]2[CH:20]=[CH:21][C:11]([O:10][CH3:9])=[CH:12][CH:13]=2)=[O:16])[CH:5]=[CH:4][CH:3]=1. The yield is 0.860. (3) The reactants are C[O:2][C:3](=[O:33])[C:4]([C:7]1[CH:12]=[CH:11][C:10]([C:13]#[C:14][C:15]2[C:24]([CH3:25])=[CH:23][C:22]3[CH:21]([N:26]([CH:28]4[CH2:30][CH2:29]4)[CH3:27])[CH2:20][CH2:19][C:18]([CH3:32])([CH3:31])[C:17]=3[CH:16]=2)=[CH:9][CH:8]=1)([CH3:6])[CH3:5].[OH-].[Na+]. The catalyst is CO.O1CCCC1. The product is [CH:28]1([N:26]([CH3:27])[CH:21]2[CH2:20][CH2:19][C:18]([CH3:31])([CH3:32])[C:17]3[CH:16]=[C:15]([C:14]#[C:13][C:10]4[CH:9]=[CH:8][C:7]([C:4]([CH3:6])([CH3:5])[C:3]([OH:33])=[O:2])=[CH:12][CH:11]=4)[C:24]([CH3:25])=[CH:23][C:22]2=3)[CH2:29][CH2:30]1. The yield is 0.640. (4) The reactants are S(Cl)([Cl:3])=O.[CH3:5][C:6]1[O:10][C:9]([C:11]2[CH:16]=[CH:15][CH:14]=[CH:13][CH:12]=2)=[N:8][C:7]=1[CH2:17][O:18][C:19]1[CH:20]=[C:21]([CH:24]=[CH:25][CH:26]=1)[CH2:22]O.C1(C)C=CC=CC=1. The catalyst is O. The product is [Cl:3][CH2:22][C:21]1[CH:20]=[C:19]([CH:26]=[CH:25][CH:24]=1)[O:18][CH2:17][C:7]1[N:8]=[C:9]([C:11]2[CH:16]=[CH:15][CH:14]=[CH:13][CH:12]=2)[O:10][C:6]=1[CH3:5]. The yield is 0.840.